From a dataset of Reaction yield outcomes from USPTO patents with 853,638 reactions. Predict the reaction yield, written as a fraction of the theoretical maximum amount of product (1.0 means a 100% yield; for example, 0.34 means a 34% yield). (1) The yield is 0.510. The reactants are C(O)(C(F)(F)F)=O.[Na].[CH3:9][O:10][C:11]1[C:16]([O:17][CH3:18])=[CH:15][C:14]([C:19](=[O:26])[CH2:20][C:21]([O:23][CH2:24][CH3:25])=[O:22])=[C:13](/[N:27]=[N:28]/N2CCCC2)[CH:12]=1. The product is [CH3:18][O:17][C:16]1[CH:15]=[C:14]2[C:13](=[CH:12][C:11]=1[O:10][CH3:9])[NH:27][N:28]=[C:20]([C:21]([O:23][CH2:24][CH3:25])=[O:22])[C:19]2=[O:26]. No catalyst specified. (2) The reactants are C(OP([CH2:9][C:10]1[CH:15]=[CH:14][C:13]([N+:16]([O-:18])=[O:17])=[CH:12][CH:11]=1)(=O)OCC)C.[F:19][C:20]1[CH:21]=[C:22]([CH:25]=[CH:26][CH:27]=1)[CH:23]=O. No catalyst specified. The product is [F:19][C:20]1[CH:21]=[C:22]([CH:23]=[CH:9][C:10]2[CH:11]=[CH:12][C:13]([N+:16]([O-:18])=[O:17])=[CH:14][CH:15]=2)[CH:25]=[CH:26][CH:27]=1. The yield is 0.820. (3) The product is [C:1]([C:3]1[CH:4]=[C:5]([CH:9]=[CH:10][CH:11]=1)[C:6]([NH:25][C:23]1[CH:22]=[N:21][N:20]([CH2:19][C:18]2[C:14]([CH3:13])=[N:15][O:16][C:17]=2[CH3:26])[CH:24]=1)=[O:8])#[N:2]. The reactants are [C:1]([C:3]1[CH:4]=[C:5]([CH:9]=[CH:10][CH:11]=1)[C:6]([OH:8])=O)#[N:2].Cl.[CH3:13][C:14]1[C:18]([CH2:19][N:20]2[CH:24]=[C:23]([NH2:25])[CH:22]=[N:21]2)=[C:17]([CH3:26])[O:16][N:15]=1. The yield is 0.150. No catalyst specified. (4) The reactants are C(NC1C=CC(C2C=C3C(CN([C@@H](C(C)C)C(O)=O)C3=O)=CC=2)=CC=1)(=O)C1C=CC=CC=1.[F:33][C:34]1[CH:39]=[C:38]([NH:40][C:41](=[O:53])[C:42]2[CH:47]=[CH:46][C:45]([O:48][C:49]([F:52])([F:51])[F:50])=[CH:44][CH:43]=2)[CH:37]=[CH:36][C:35]=1[C:54]1[CH:62]=[C:61]2[C:57]([CH2:58][N:59]([C@@H:64]([CH:69]([CH3:71])[CH3:70])[C:65]([O:67]C)=[O:66])[C:60]2=[O:63])=[CH:56][CH:55]=1. No catalyst specified. The product is [F:33][C:34]1[CH:39]=[C:38]([NH:40][C:41](=[O:53])[C:42]2[CH:43]=[CH:44][C:45]([O:48][C:49]([F:50])([F:51])[F:52])=[CH:46][CH:47]=2)[CH:37]=[CH:36][C:35]=1[C:54]1[CH:62]=[C:61]2[C:57]([CH2:58][N:59]([C@@H:64]([CH:69]([CH3:71])[CH3:70])[C:65]([OH:67])=[O:66])[C:60]2=[O:63])=[CH:56][CH:55]=1. The yield is 0.800. (5) The yield is 0.440. The catalyst is CCOCC. The product is [F:18][C:19]1[CH:26]=[CH:25][C:22]([C:23]([C:2]2[CH:7]=[C:6]([C:8]([F:11])([F:10])[F:9])[CH:5]=[C:4]([F:12])[CH:3]=2)([NH2:24])[CH2:36][C:37]2[CH:42]=[CH:41][CH:40]=[CH:39][CH:38]=2)=[CH:21][C:20]=1[C:27]([F:28])([F:29])[F:30]. The reactants are Br[C:2]1[CH:7]=[C:6]([C:8]([F:11])([F:10])[F:9])[CH:5]=[C:4]([F:12])[CH:3]=1.[Li]CCCC.[F:18][C:19]1[CH:26]=[CH:25][C:22]([C:23]#[N:24])=[CH:21][C:20]=1[C:27]([F:30])([F:29])[F:28].C[Si](Cl)(C)C.[CH2:36]([Mg]Cl)[C:37]1[CH:42]=[CH:41][CH:40]=[CH:39][CH:38]=1.C1COCC1.Cl. (6) The reactants are [OH:1][C:2]1[CH:9]=[CH:8][C:5]([CH:6]=[CH2:7])=[CH:4][CH:3]=1.[Cl:10][CH2:11][C:12](Cl)=[O:13].CCN(CC)CC. The catalyst is C(OCC)C. The product is [Cl:10][CH2:11][C:12]([O:1][C:2]1[CH:9]=[CH:8][C:5]([CH:6]=[CH2:7])=[CH:4][CH:3]=1)=[O:13]. The yield is 0.920.